Task: Predict the product of the given reaction.. Dataset: Forward reaction prediction with 1.9M reactions from USPTO patents (1976-2016) (1) Given the reactants Cl.[F:2][C:3]1[C:4]([F:19])=[CH:5][C:6]2[N:15]=[C:14]([NH2:16])[C:13]3[CH:12]=[C:11]([CH3:17])[S:10][C:9]=3[NH:8][C:7]=2[CH:18]=1.C(N(CC)C(C)C)(C)C.[NH:29]1[CH2:34][CH2:33]N[CH2:31][C@@H:30]1[CH2:35][CH2:36][OH:37], predict the reaction product. The product is: [F:2][C:3]1[C:4]([F:19])=[CH:5][C:6]2[N:15]=[C:14]([N:16]3[CH2:33][CH2:34][NH:29][C@@H:30]([CH2:35][CH2:36][OH:37])[CH2:31]3)[C:13]3[CH:12]=[C:11]([CH3:17])[S:10][C:9]=3[NH:8][C:7]=2[CH:18]=1. (2) Given the reactants [C:1]([CH:3]=[C:4]([NH:13]C(=O)OCC)[C:5]1[CH:10]=[CH:9][C:8]([Cl:11])=[CH:7][C:6]=1[Cl:12])#[N:2].[NH:19]([C:21](=[O:25])C(O)=O)[NH2:20].O.[C:27](OCC)(=O)C, predict the reaction product. The product is: [Cl:12][C:6]1[CH:7]=[C:8]([Cl:11])[CH:9]=[CH:10][C:5]=1[C:4]1[N:13]=[C:21]([OH:25])[N:19]2[N:20]=[CH:27][N:2]=[C:1]2[CH:3]=1. (3) Given the reactants [F:1][C:2]([F:21])([F:20])[C:3]([C:5]1[NH:9][C:8]2[CH:10]=[C:11]([C:16]([F:19])([F:18])[F:17])[C:12]([C:14]#[N:15])=[CH:13][C:7]=2[N:6]=1)=[O:4].Br[CH2:23][C:24]#[C:25][CH3:26].[In].Cl, predict the reaction product. The product is: [OH:4][C:3]([C:5]1[NH:9][C:8]2[CH:10]=[C:11]([C:16]([F:17])([F:18])[F:19])[C:12]([C:14]#[N:15])=[CH:13][C:7]=2[N:6]=1)([C:2]([F:20])([F:1])[F:21])[C:25]([CH3:26])=[C:24]=[CH2:23]. (4) Given the reactants [CH3:1][O:2][C:3]1[C:11]([CH2:12][CH:13]([NH:27][C:28](=[O:31])[CH2:29][CH3:30])[B:14]2[O:22][CH:21]3[C:16]([CH3:26])([CH:17]4[CH2:23][CH:19]([CH2:20]3)[C:18]4([CH3:25])[CH3:24])[O:15]2)=[CH:10][CH:9]=[CH:8][C:4]=1[C:5]([OH:7])=[O:6].I[CH2:33][CH2:34][CH2:35][CH3:36], predict the reaction product. The product is: [CH2:33]([O:6][C:5](=[O:7])[C:4]1[CH:8]=[CH:9][CH:10]=[C:11]([CH2:12][CH:13]([NH:27][C:28](=[O:31])[CH2:29][CH3:30])[B:14]2[O:22][CH:21]3[C:16]([CH3:26])([CH:17]4[CH2:23][CH:19]([CH2:20]3)[C:18]4([CH3:25])[CH3:24])[O:15]2)[C:3]=1[O:2][CH3:1])[CH2:34][CH2:35][CH3:36].